Dataset: NCI-60 drug combinations with 297,098 pairs across 59 cell lines. Task: Regression. Given two drug SMILES strings and cell line genomic features, predict the synergy score measuring deviation from expected non-interaction effect. (1) Drug 1: C1CCC(CC1)NC(=O)N(CCCl)N=O. Cell line: SK-MEL-5. Drug 2: C1=CC=C(C(=C1)C(C2=CC=C(C=C2)Cl)C(Cl)Cl)Cl. Synergy scores: CSS=12.8, Synergy_ZIP=-2.75, Synergy_Bliss=0.700, Synergy_Loewe=-3.31, Synergy_HSA=-3.28. (2) Drug 1: CC12CCC(CC1=CCC3C2CCC4(C3CC=C4C5=CN=CC=C5)C)O. Drug 2: C1=NC2=C(N=C(N=C2N1C3C(C(C(O3)CO)O)F)Cl)N. Cell line: M14. Synergy scores: CSS=8.61, Synergy_ZIP=-0.924, Synergy_Bliss=-2.38, Synergy_Loewe=-32.5, Synergy_HSA=-2.53. (3) Drug 1: C1=CN(C(=O)N=C1N)C2C(C(C(O2)CO)O)O.Cl. Drug 2: CN(CCCl)CCCl.Cl. Cell line: ACHN. Synergy scores: CSS=47.3, Synergy_ZIP=3.44, Synergy_Bliss=4.21, Synergy_Loewe=-1.81, Synergy_HSA=7.10. (4) Drug 1: CCC1=CC2CC(C3=C(CN(C2)C1)C4=CC=CC=C4N3)(C5=C(C=C6C(=C5)C78CCN9C7C(C=CC9)(C(C(C8N6C)(C(=O)OC)O)OC(=O)C)CC)OC)C(=O)OC.C(C(C(=O)O)O)(C(=O)O)O. Drug 2: CCCCC(=O)OCC(=O)C1(CC(C2=C(C1)C(=C3C(=C2O)C(=O)C4=C(C3=O)C=CC=C4OC)O)OC5CC(C(C(O5)C)O)NC(=O)C(F)(F)F)O. Cell line: CCRF-CEM. Synergy scores: CSS=33.1, Synergy_ZIP=-0.894, Synergy_Bliss=0.402, Synergy_Loewe=-1.29, Synergy_HSA=1.23. (5) Drug 1: C1=CN(C(=O)N=C1N)C2C(C(C(O2)CO)O)O.Cl. Drug 2: C1=CN(C=N1)CC(O)(P(=O)(O)O)P(=O)(O)O. Cell line: NCI-H322M. Synergy scores: CSS=3.11, Synergy_ZIP=-2.32, Synergy_Bliss=-1.15, Synergy_Loewe=-6.09, Synergy_HSA=-3.14. (6) Drug 1: CC1CCC2CC(C(=CC=CC=CC(CC(C(=O)C(C(C(=CC(C(=O)CC(OC(=O)C3CCCCN3C(=O)C(=O)C1(O2)O)C(C)CC4CCC(C(C4)OC)OCCO)C)C)O)OC)C)C)C)OC. Drug 2: C1=NNC2=C1C(=O)NC=N2. Cell line: U251. Synergy scores: CSS=15.8, Synergy_ZIP=-7.02, Synergy_Bliss=-3.10, Synergy_Loewe=-22.9, Synergy_HSA=-3.20. (7) Drug 1: COC1=C(C=C2C(=C1)N=CN=C2NC3=CC(=C(C=C3)F)Cl)OCCCN4CCOCC4. Drug 2: CC1=C(C=C(C=C1)NC(=O)C2=CC=C(C=C2)CN3CCN(CC3)C)NC4=NC=CC(=N4)C5=CN=CC=C5. Cell line: SK-MEL-2. Synergy scores: CSS=0.760, Synergy_ZIP=0.437, Synergy_Bliss=-6.73, Synergy_Loewe=-7.60, Synergy_HSA=-6.34.